This data is from Forward reaction prediction with 1.9M reactions from USPTO patents (1976-2016). The task is: Predict the product of the given reaction. (1) The product is: [O:9]1[CH2:14][CH2:15][O:16][CH:8]1[C:7]1[CH:10]=[C:3]([O:2][CH3:1])[CH:4]=[CH:5][C:6]=1[N+:11]([O-:13])=[O:12]. Given the reactants [CH3:1][O:2][C:3]1[CH:4]=[CH:5][C:6]([N+:11]([O-:13])=[O:12])=[C:7]([CH:10]=1)[CH:8]=[O:9].[CH2:14](O)[CH2:15][OH:16].O.C1(C)C=CC(S(O)(=O)=O)=CC=1, predict the reaction product. (2) Given the reactants Cl[C:2]1[N:3]=[N:4][C:5]([C:8]2[S:12][N:11]=[C:10]([CH3:13])[N:9]=2)=[CH:6][CH:7]=1.[C:14]1([N:20]2[CH2:24][C:23]3([CH2:29][CH2:28][NH:27][CH2:26][CH2:25]3)[O:22][C:21]2=[O:30])[CH:19]=[CH:18][CH:17]=[CH:16][CH:15]=1.C(=O)([O-])[O-].[K+].[K+], predict the reaction product. The product is: [CH3:13][C:10]1[N:9]=[C:8]([C:5]2[N:4]=[N:3][C:2]([N:27]3[CH2:26][CH2:25][C:23]4([O:22][C:21](=[O:30])[N:20]([C:14]5[CH:19]=[CH:18][CH:17]=[CH:16][CH:15]=5)[CH2:24]4)[CH2:29][CH2:28]3)=[CH:7][CH:6]=2)[S:12][N:11]=1.